Regression. Given two drug SMILES strings and cell line genomic features, predict the synergy score measuring deviation from expected non-interaction effect. From a dataset of NCI-60 drug combinations with 297,098 pairs across 59 cell lines. (1) Drug 1: CC1=C2C(C(=O)C3(C(CC4C(C3C(C(C2(C)C)(CC1OC(=O)C(C(C5=CC=CC=C5)NC(=O)C6=CC=CC=C6)O)O)OC(=O)C7=CC=CC=C7)(CO4)OC(=O)C)O)C)OC(=O)C. Drug 2: CC(C)NC(=O)C1=CC=C(C=C1)CNNC.Cl. Cell line: HCT116. Synergy scores: CSS=33.5, Synergy_ZIP=8.00, Synergy_Bliss=7.45, Synergy_Loewe=-12.8, Synergy_HSA=4.84. (2) Drug 1: CCN(CC)CCNC(=O)C1=C(NC(=C1C)C=C2C3=C(C=CC(=C3)F)NC2=O)C. Drug 2: C1CN(P(=O)(OC1)NCCCl)CCCl. Cell line: HT29. Synergy scores: CSS=6.18, Synergy_ZIP=-5.85, Synergy_Bliss=-5.63, Synergy_Loewe=-3.50, Synergy_HSA=-3.50.